This data is from NCI-60 drug combinations with 297,098 pairs across 59 cell lines. The task is: Regression. Given two drug SMILES strings and cell line genomic features, predict the synergy score measuring deviation from expected non-interaction effect. (1) Drug 1: C1C(C(OC1N2C=C(C(=O)NC2=O)F)CO)O. Drug 2: C1=CN(C=N1)CC(O)(P(=O)(O)O)P(=O)(O)O. Cell line: IGROV1. Synergy scores: CSS=12.4, Synergy_ZIP=-3.60, Synergy_Bliss=0.421, Synergy_Loewe=-28.3, Synergy_HSA=1.05. (2) Drug 1: C1C(C(OC1N2C=NC3=C(N=C(N=C32)Cl)N)CO)O. Drug 2: CC(C)CN1C=NC2=C1C3=CC=CC=C3N=C2N. Cell line: HL-60(TB). Synergy scores: CSS=74.3, Synergy_ZIP=5.15, Synergy_Bliss=3.05, Synergy_Loewe=-2.91, Synergy_HSA=2.67. (3) Synergy scores: CSS=46.6, Synergy_ZIP=3.15, Synergy_Bliss=5.53, Synergy_Loewe=-22.8, Synergy_HSA=5.12. Drug 2: CCCS(=O)(=O)NC1=C(C(=C(C=C1)F)C(=O)C2=CNC3=C2C=C(C=N3)C4=CC=C(C=C4)Cl)F. Cell line: NCI-H226. Drug 1: C1=CC(=C2C(=C1NCCNCCO)C(=O)C3=C(C=CC(=C3C2=O)O)O)NCCNCCO.